Dataset: Forward reaction prediction with 1.9M reactions from USPTO patents (1976-2016). Task: Predict the product of the given reaction. (1) Given the reactants [CH3:1][O:2][C:3]([C:5]1[C:6]2[CH:14]=[N:13][N:12]([CH2:15][C:16]3[CH:21]=[CH:20][C:19]([O:22][CH3:23])=[CH:18][CH:17]=3)[C:7]=2[N:8]=[C:9]([OH:11])[CH:10]=1)=[O:4].C(N(CC)CC)C.[F:31][C:32]([F:45])([F:44])[S:33](O[S:33]([C:32]([F:45])([F:44])[F:31])(=[O:35])=[O:34])(=[O:35])=[O:34].C(=O)(O)[O-].[Na+], predict the reaction product. The product is: [CH3:1][O:2][C:3]([C:5]1[C:6]2[CH:14]=[N:13][N:12]([CH2:15][C:16]3[CH:21]=[CH:20][C:19]([O:22][CH3:23])=[CH:18][CH:17]=3)[C:7]=2[N:8]=[C:9]([O:11][S:33]([C:32]([F:45])([F:44])[F:31])(=[O:35])=[O:34])[CH:10]=1)=[O:4]. (2) Given the reactants [Br:1][C:2]1[C:10]2[O:9][CH2:8][C@@H:7]([N:11](C(=O)C(F)(F)F)[C:12]3[CH:25]=[CH:24][C:15]4[C@H:16]([CH2:19][C:20]([O:22]C)=[O:21])[CH2:17][O:18][C:14]=4[CH:13]=3)[C:6]=2[CH:5]=[CH:4][CH:3]=1.[OH-].[Na+].Cl, predict the reaction product. The product is: [Br:1][C:2]1[C:10]2[O:9][CH2:8][C@@H:7]([NH:11][C:12]3[CH:25]=[CH:24][C:15]4[C@H:16]([CH2:19][C:20]([OH:22])=[O:21])[CH2:17][O:18][C:14]=4[CH:13]=3)[C:6]=2[CH:5]=[CH:4][CH:3]=1. (3) Given the reactants Br[C:2]1[C:7]([O:8][CH2:9][C:10]2[C:15]([O:16][CH3:17])=[CH:14][CH:13]=[C:12]([F:18])[C:11]=2[F:19])=[CH:6][C:5]([N+:20]([O-:22])=[O:21])=[C:4]([Cl:23])[CH:3]=1.[C:24]([O:28][CH2:29][CH3:30])(=[O:27])[CH:25]=[CH2:26].CC1C=CC=CC=1P(C1C=CC=CC=1C)C1C=CC=CC=1C.Cl, predict the reaction product. The product is: [Cl:23][C:4]1[C:5]([N+:20]([O-:22])=[O:21])=[CH:6][C:7]([O:8][CH2:9][C:10]2[C:15]([O:16][CH3:17])=[CH:14][CH:13]=[C:12]([F:18])[C:11]=2[F:19])=[C:2]([CH:3]=1)[CH:26]=[CH:25][C:24]([O:28][CH2:29][CH3:30])=[O:27]. (4) Given the reactants CO[C:3]([C:9]1[CH:14]=[CH:13][C:12]([N+:15]([O-:17])=[O:16])=[CH:11][CH:10]=1)=[C:4]([C:7]#[N:8])[C:5]#[N:6].[NH3:18], predict the reaction product. The product is: [NH2:18][C:3]([C:9]1[CH:14]=[CH:13][C:12]([N+:15]([O-:17])=[O:16])=[CH:11][CH:10]=1)=[C:4]([C:7]#[N:8])[C:5]#[N:6].